This data is from Experimentally validated miRNA-target interactions with 360,000+ pairs, plus equal number of negative samples. The task is: Binary Classification. Given a miRNA mature sequence and a target amino acid sequence, predict their likelihood of interaction. The miRNA is mmu-miR-146a-5p with sequence UGAGAACUGAAUUCCAUGGGUU. The protein sequence of the target gene is MSLLNCENSCGSSQSSSDCCAAMAASCSAAVKDDSVSGSASTGNLSSSFMEEIQGYDVEFDPPLESKYECPICLMALREAVQTPCGHRFCKACIIKSIRDAGHKCPVDNEILLENQLFPDNFAKREILSLTVKCPNKGCLQKMELRHLEDHQVHCEFALVNCPQCQRPFQKCQVNTHIIEDCPRRQVSCVNCAVSMAYEEKEIHDQSCPLANIICEYCGTILIREQMPNHYDLDCPTAPIPCTFSVFGCHEKMQRNHLARHLQENTQLHMRLLAQAVHNVNLALRPCDAASPSRGCRPED.... Result: 1 (interaction).